From a dataset of Peptide-MHC class II binding affinity with 134,281 pairs from IEDB. Regression. Given a peptide amino acid sequence and an MHC pseudo amino acid sequence, predict their binding affinity value. This is MHC class II binding data. (1) The MHC is HLA-DQA10401-DQB10402 with pseudo-sequence HLA-DQA10401-DQB10402. The peptide sequence is SCWAFSGVAATESAY. The binding affinity (normalized) is 0.673. (2) The binding affinity (normalized) is 0.393. The peptide sequence is LISRVLDGLVMTTIS. The MHC is DRB1_0701 with pseudo-sequence DRB1_0701. (3) The peptide sequence is EKKTFAATQFEPLAA. The MHC is HLA-DPA10103-DPB10601 with pseudo-sequence HLA-DPA10103-DPB10601. The binding affinity (normalized) is 0.982. (4) The peptide sequence is IKGTAPFETHANRIV. The MHC is HLA-DPA10301-DPB10402 with pseudo-sequence HLA-DPA10301-DPB10402. The binding affinity (normalized) is 0.222. (5) The peptide sequence is NYNCKILPNTLVLDF. The MHC is DRB5_0101 with pseudo-sequence DRB5_0101. The binding affinity (normalized) is 0.542. (6) The peptide sequence is PANDKFTVFEAAFND. The MHC is HLA-DPA10201-DPB11401 with pseudo-sequence HLA-DPA10201-DPB11401. The binding affinity (normalized) is 0.0429. (7) The peptide sequence is SEELRSLYNTVATLYCVHQ. The MHC is HLA-DQA10103-DQB10603 with pseudo-sequence HLA-DQA10103-DQB10603. The binding affinity (normalized) is 0.635.